Dataset: Catalyst prediction with 721,799 reactions and 888 catalyst types from USPTO. Task: Predict which catalyst facilitates the given reaction. (1) Reactant: C(OC(=O)[NH:7][CH:8]([C:10]1[CH:15]=[C:14]([Cl:16])[C:13]([C:17]#[N:18])=[C:12]([C:19]2[CH:20]=[N:21][C:22]([C:25]([N:27]([CH3:29])[CH3:28])=[O:26])=[CH:23][CH:24]=2)[C:11]=1[O:30][CH2:31][CH3:32])[CH3:9])(C)(C)C.Cl. Product: [NH2:7][CH:8]([C:10]1[C:11]([O:30][CH2:31][CH3:32])=[C:12]([C:19]2[CH:24]=[CH:23][C:22]([C:25]([N:27]([CH3:28])[CH3:29])=[O:26])=[N:21][CH:20]=2)[C:13]([C:17]#[N:18])=[C:14]([Cl:16])[CH:15]=1)[CH3:9]. The catalyst class is: 12. (2) Reactant: [CH:1]1(Br)[CH2:5][CH2:4][CH2:3][CH2:2]1.S(C)C.[Si:10]([O:17][CH2:18][CH:19]1[CH2:21][N@@:20]1[C:22]([O:24][C:25]([CH3:28])([CH3:27])[CH3:26])=[O:23])([C:13]([CH3:16])([CH3:15])[CH3:14])([CH3:12])[CH3:11]. Product: [CH:1]1([CH2:21][C@H:19]([NH:20][C:22](=[O:23])[O:24][C:25]([CH3:28])([CH3:27])[CH3:26])[CH2:18][O:17][Si:10]([C:13]([CH3:15])([CH3:16])[CH3:14])([CH3:12])[CH3:11])[CH2:5][CH2:4][CH2:3][CH2:2]1. The catalyst class is: 116. (3) Reactant: [CH3:1][C:2]1[S:3][C:4]([C:10]2[CH:15]=[CH:14][CH:13]=[CH:12][CH:11]=2)=[C:5]([C:7](O)=[O:8])[N:6]=1.CN(C=O)C.C(Cl)(=O)C([Cl:24])=O. Product: [CH3:1][C:2]1[S:3][C:4]([C:10]2[CH:15]=[CH:14][CH:13]=[CH:12][CH:11]=2)=[C:5]([C:7]([Cl:24])=[O:8])[N:6]=1. The catalyst class is: 2. (4) The catalyst class is: 4. Product: [Cl:25][C:22]1[CH:21]=[CH:20][C:19]([S:18][CH:16]2[CH2:17][NH:14][CH2:15]2)=[CH:24][CH:23]=1. Reactant: C([N:14]1[CH2:17][CH:16]([S:18][C:19]2[CH:24]=[CH:23][C:22]([Cl:25])=[CH:21][CH:20]=2)[CH2:15]1)(C1C=CC=CC=1)C1C=CC=CC=1.ClC(OC(Cl)=O)C. (5) Reactant: [NH:1]([C:16]([O:18][C:19]([CH3:22])([CH3:21])[CH3:20])=[O:17])[C@H:2]([C:4]([NH:6][C@H:7]([C:13]([OH:15])=O)[CH2:8][CH2:9][CH2:10][CH2:11][NH2:12])=[O:5])[CH3:3].C1C=C[C:26]2N(O)N=N[C:27]=2[CH:28]=1.[CH2:33]1CCC(N=C=NC2CCCCC2)CC1.[F:48][C:49]1[C:54]([F:55])=[C:53]([C:56]#[C:57][C:58]2[CH:64]=[CH:63][C:61]([NH2:62])=[CH:60][CH:59]=2)[C:52]([F:65])=[C:51]([F:66])[N:50]=1.C([O:69][C:70](=[O:72])C)C. Product: [C:27]([O:72][C:70](=[O:69])[NH:12][CH2:11][CH2:10][CH2:9][CH2:8][CH:7]([NH:6][C:4](=[O:5])[CH:2]([NH:1][C:16]([O:18][C:19]([CH3:22])([CH3:21])[CH3:20])=[O:17])[CH3:3])[C:13](=[O:15])[NH:62][C:61]1[CH:63]=[CH:64][C:58]([C:57]#[C:56][C:53]2[C:52]([F:65])=[C:51]([F:66])[N:50]=[C:49]([F:48])[C:54]=2[F:55])=[CH:59][CH:60]=1)([CH3:26])([CH3:28])[CH3:33]. The catalyst class is: 2. (6) Reactant: [NH2:1][C:2]1[S:3][C:4]([C:7]([O:9][CH2:10][CH3:11])=[O:8])=[CH:5][N:6]=1.[C:12](O[C:12]([O:14][C:15]([CH3:18])([CH3:17])[CH3:16])=[O:13])([O:14][C:15]([CH3:18])([CH3:17])[CH3:16])=[O:13]. Product: [C:15]([O:14][C:12]([NH:1][C:2]1[S:3][C:4]([C:7]([O:9][CH2:10][CH3:11])=[O:8])=[CH:5][N:6]=1)=[O:13])([CH3:18])([CH3:17])[CH3:16]. The catalyst class is: 251. (7) Reactant: [NH2:1][C:2]1[N:7]=[CH:6][C:5]([C:8]2[CH:9]=[CH:10][C:11]3[O:17][CH2:16][CH2:15][N:14](C(OC(C)(C)C)=O)[CH2:13][C:12]=3[CH:25]=2)=[CH:4][C:3]=1[N+:26]([O-:28])=[O:27].[ClH:29]. Product: [ClH:29].[ClH:29].[N+:26]([C:3]1[C:2]([NH2:1])=[N:7][CH:6]=[C:5]([C:8]2[CH:9]=[CH:10][C:11]3[O:17][CH2:16][CH2:15][NH:14][CH2:13][C:12]=3[CH:25]=2)[CH:4]=1)([O-:28])=[O:27]. The catalyst class is: 71. (8) Reactant: [CH2:1]([C:4]1[CH:5]=[C:6]([CH:13]=[CH:14][CH:15]=1)[C:7]([N:9]([O:11][CH3:12])[CH3:10])=[O:8])[CH:2]=[CH2:3]. Product: [CH3:12][O:11][N:9]([CH3:10])[C:7](=[O:8])[C:6]1[CH:13]=[CH:14][CH:15]=[C:4]([CH2:1][CH2:2][CH3:3])[CH:5]=1. The catalyst class is: 457.